Dataset: NCI-60 drug combinations with 297,098 pairs across 59 cell lines. Task: Regression. Given two drug SMILES strings and cell line genomic features, predict the synergy score measuring deviation from expected non-interaction effect. (1) Drug 1: CC1CCC2CC(C(=CC=CC=CC(CC(C(=O)C(C(C(=CC(C(=O)CC(OC(=O)C3CCCCN3C(=O)C(=O)C1(O2)O)C(C)CC4CCC(C(C4)OC)O)C)C)O)OC)C)C)C)OC. Drug 2: CCN(CC)CCCC(C)NC1=C2C=C(C=CC2=NC3=C1C=CC(=C3)Cl)OC. Cell line: ACHN. Synergy scores: CSS=25.3, Synergy_ZIP=-3.27, Synergy_Bliss=3.27, Synergy_Loewe=-5.28, Synergy_HSA=3.25. (2) Drug 1: CN1C(=O)N2C=NC(=C2N=N1)C(=O)N. Drug 2: CCC1(CC2CC(C3=C(CCN(C2)C1)C4=CC=CC=C4N3)(C5=C(C=C6C(=C5)C78CCN9C7C(C=CC9)(C(C(C8N6C)(C(=O)OC)O)OC(=O)C)CC)OC)C(=O)OC)O.OS(=O)(=O)O. Cell line: SF-539. Synergy scores: CSS=7.34, Synergy_ZIP=-2.43, Synergy_Bliss=-0.851, Synergy_Loewe=-53.0, Synergy_HSA=-1.36. (3) Drug 1: C1=CC(=C(C=C1I)F)NC2=C(C=CC(=C2F)F)C(=O)NOCC(CO)O. Drug 2: B(C(CC(C)C)NC(=O)C(CC1=CC=CC=C1)NC(=O)C2=NC=CN=C2)(O)O. Cell line: HT29. Synergy scores: CSS=70.5, Synergy_ZIP=-1.17, Synergy_Bliss=-3.04, Synergy_Loewe=-5.03, Synergy_HSA=-2.11. (4) Cell line: OVCAR-5. Synergy scores: CSS=25.0, Synergy_ZIP=-7.23, Synergy_Bliss=-1.02, Synergy_Loewe=-23.3, Synergy_HSA=-0.329. Drug 1: CCC1=C2CN3C(=CC4=C(C3=O)COC(=O)C4(CC)O)C2=NC5=C1C=C(C=C5)O. Drug 2: C1C(C(OC1N2C=NC(=NC2=O)N)CO)O. (5) Drug 1: C1CC(=O)NC(=O)C1N2CC3=C(C2=O)C=CC=C3N. Drug 2: CC(C)(C#N)C1=CC(=CC(=C1)CN2C=NC=N2)C(C)(C)C#N. Cell line: BT-549. Synergy scores: CSS=-2.02, Synergy_ZIP=-2.19, Synergy_Bliss=-5.85, Synergy_Loewe=-4.25, Synergy_HSA=-4.53. (6) Drug 1: C1=C(C(=O)NC(=O)N1)F. Drug 2: CC12CCC3C(C1CCC2OP(=O)(O)O)CCC4=C3C=CC(=C4)OC(=O)N(CCCl)CCCl.[Na+]. Cell line: SK-OV-3. Synergy scores: CSS=21.8, Synergy_ZIP=2.53, Synergy_Bliss=3.11, Synergy_Loewe=-2.32, Synergy_HSA=3.60. (7) Drug 1: CCC1(C2=C(COC1=O)C(=O)N3CC4=CC5=C(C=CC(=C5CN(C)C)O)N=C4C3=C2)O.Cl. Drug 2: CC1C(C(CC(O1)OC2CC(CC3=C2C(=C4C(=C3O)C(=O)C5=C(C4=O)C(=CC=C5)OC)O)(C(=O)CO)O)N)O.Cl. Cell line: M14. Synergy scores: CSS=54.0, Synergy_ZIP=-5.46, Synergy_Bliss=-5.70, Synergy_Loewe=-3.63, Synergy_HSA=-2.49. (8) Synergy scores: CSS=23.2, Synergy_ZIP=-3.38, Synergy_Bliss=-0.614, Synergy_Loewe=-4.92, Synergy_HSA=1.76. Drug 2: CC1CCC2CC(C(=CC=CC=CC(CC(C(=O)C(C(C(=CC(C(=O)CC(OC(=O)C3CCCCN3C(=O)C(=O)C1(O2)O)C(C)CC4CCC(C(C4)OC)OCCO)C)C)O)OC)C)C)C)OC. Cell line: DU-145. Drug 1: CN1CCC(CC1)COC2=C(C=C3C(=C2)N=CN=C3NC4=C(C=C(C=C4)Br)F)OC. (9) Drug 1: CN(CC1=CN=C2C(=N1)C(=NC(=N2)N)N)C3=CC=C(C=C3)C(=O)NC(CCC(=O)O)C(=O)O. Drug 2: C(CN)CNCCSP(=O)(O)O. Cell line: SNB-19. Synergy scores: CSS=62.4, Synergy_ZIP=-0.490, Synergy_Bliss=-1.45, Synergy_Loewe=-55.6, Synergy_HSA=0.444.